Dataset: Full USPTO retrosynthesis dataset with 1.9M reactions from patents (1976-2016). Task: Predict the reactants needed to synthesize the given product. Given the product [NH2:28][C:24]1([C:25]([NH:26][CH3:27])=[O:31])[CH2:32][CH2:33][C@H:22]([C:19]2[CH:20]=[CH:21][C:16]([C:13]3[N:12]=[C:11]([C:8]4[CH:7]=[CH:6][C:5]([CH2:1][CH:2]([CH3:4])[CH3:3])=[CH:10][CH:9]=4)[O:15][N:14]=3)=[CH:17][CH:18]=2)[CH2:23]1, predict the reactants needed to synthesize it. The reactants are: [CH2:1]([C:5]1[CH:10]=[CH:9][C:8]([C:11]2[O:15][N:14]=[C:13]([C:16]3[CH:21]=[CH:20][C:19]([C@H:22]4[CH2:33][CH2:32][C:24]5([NH:28][C:27](=O)[N:26](C)[C:25]5=[O:31])[CH2:23]4)=[CH:18][CH:17]=3)[N:12]=2)=[CH:7][CH:6]=1)[CH:2]([CH3:4])[CH3:3].[OH-].[Na+].